Dataset: Forward reaction prediction with 1.9M reactions from USPTO patents (1976-2016). Task: Predict the product of the given reaction. (1) Given the reactants [C:1]([O:5][C:6]([NH:8][CH2:9][CH2:10][CH2:11][CH2:12][C@H:13]([NH:17][C:18]([CH:20]1[CH2:24][CH2:23][CH2:22][CH2:21]1)=[O:19])[C:14]([OH:16])=O)=[O:7])([CH3:4])([CH3:3])[CH3:2].ClC(OCC(C)C)=O.CN1CCOCC1.[N+:40](=[CH2:42])=[N-:41], predict the reaction product. The product is: [C:1]([O:5][C:6](=[O:7])[NH:8][CH2:9][CH2:10][CH2:11][CH2:12][C@H:13]([NH:17][C:18]([CH:20]1[CH2:24][CH2:23][CH2:22][CH2:21]1)=[O:19])[C:14](=[O:16])[CH:42]=[N+:40]=[N-:41])([CH3:2])([CH3:3])[CH3:4]. (2) Given the reactants [N+:1]([C:4]1[CH:17]=[CH:16][C:7]2[CH2:8][CH2:9][N:10]([CH2:13][C:14]#[CH:15])[CH2:11][CH2:12][C:6]=2[CH:5]=1)([O-])=O.[Sn](Cl)Cl, predict the reaction product. The product is: [CH2:13]([N:10]1[CH2:11][CH2:12][C:6]2[CH:5]=[C:4]([NH2:1])[CH:17]=[CH:16][C:7]=2[CH2:8][CH2:9]1)[C:14]#[CH:15]. (3) The product is: [NH2:19][C:17]1[CH:18]=[C:2]([CH3:1])[C:3]([O:4][C:5]2[CH:10]=[CH:9][C:8]([OH:11])=[C:7]([CH:12]([CH3:14])[CH3:13])[CH:6]=2)=[C:15]([CH3:22])[CH:16]=1. Given the reactants [CH3:1][C:2]1[CH:18]=[C:17]([N+:19]([O-])=O)[CH:16]=[C:15]([CH3:22])[C:3]=1[O:4][C:5]1[CH:10]=[CH:9][C:8]([OH:11])=[C:7]([CH:12]([CH3:14])[CH3:13])[CH:6]=1, predict the reaction product. (4) Given the reactants [CH2:1]([N:4]([CH2:19][CH2:20][CH3:21])[CH2:5][CH2:6][CH2:7][CH2:8][NH:9][CH2:10][C:11]1[CH:18]=[CH:17][C:14]([C:15]#[N:16])=[CH:13][CH:12]=1)[CH2:2][CH3:3].C(=O)([O-])[O-].[K+].[K+].Br[CH2:29][C:30]([O:32][CH2:33][CH3:34])=[O:31], predict the reaction product. The product is: [CH2:19]([N:4]([CH2:1][CH2:2][CH3:3])[CH2:5][CH2:6][CH2:7][CH2:8][N:9]([CH2:10][C:11]1[CH:12]=[CH:13][C:14]([C:15]#[N:16])=[CH:17][CH:18]=1)[CH2:29][C:30]([O:32][CH2:33][CH3:34])=[O:31])[CH2:20][CH3:21]. (5) Given the reactants [NH2:1][C@H:2]1[C:11]2[C:6](=[CH:7][CH:8]=[CH:9][CH:10]=2)[C@H:5]([OH:12])[CH2:4][CH2:3]1.[C:13](O[C:13]([O:15][C:16]([CH3:19])([CH3:18])[CH3:17])=[O:14])([O:15][C:16]([CH3:19])([CH3:18])[CH3:17])=[O:14], predict the reaction product. The product is: [C:16]([O:15][C:13](=[O:14])[NH:1][C@@H:2]1[C:11]2[C:6](=[CH:7][CH:8]=[CH:9][CH:10]=2)[C@@H:5]([OH:12])[CH2:4][CH2:3]1)([CH3:19])([CH3:18])[CH3:17]. (6) Given the reactants C(=O)([O-])[O-].[K+].[K+].Cl[C:8]1[C:17]2[C:12](=[CH:13][CH:14]=[CH:15][CH:16]=2)[N:11]=[CH:10][C:9]=1[N+:18]([O-:20])=[O:19].C(N(CC)CC)C.[CH2:28]([O:30][CH:31]([O:35][CH2:36][CH3:37])[CH2:32][CH2:33][NH2:34])[CH3:29], predict the reaction product. The product is: [CH2:28]([O:30][CH:31]([O:35][CH2:36][CH3:37])[CH2:32][CH2:33][NH:34][C:8]1[C:17]2[C:12](=[CH:13][CH:14]=[CH:15][CH:16]=2)[N:11]=[CH:10][C:9]=1[N+:18]([O-:20])=[O:19])[CH3:29]. (7) Given the reactants [Cl:1][C:2]1[C:7]([C:8]2[S:9][CH:10]=[CH:11][C:12]=2[CH3:13])=[C:6]([NH:14][CH:15]([CH3:19])[CH:16]([CH3:18])[CH3:17])[N:5]2[N:20]=[CH:21][C:22]([C:23]([NH2:25])=[O:24])=[C:4]2[N:3]=1.[CH2:26](OC(OCC)CCl)[CH3:27], predict the reaction product. The product is: [Cl:1][C:2]1[C:7]([C:8]2[S:9][CH:10]=[CH:11][C:12]=2[CH3:13])=[C:6]([NH:14][CH:15]([CH3:19])[CH:16]([CH3:18])[CH3:17])[N:5]2[N:20]=[CH:21][C:22]([C:23]3[O:24][CH:26]=[CH:27][N:25]=3)=[C:4]2[N:3]=1. (8) Given the reactants [NH2:1][C:2]1[CH:3]=[CH:4][CH:5]=[C:6]2[C:11]=1[N:10]=[C:9]([C:12]1[CH:17]=[CH:16][CH:15]=[C:14]([C:18]([F:21])([F:20])[F:19])[CH:13]=1)[N:8]([CH3:22])[C:7]2=[O:23].[N:24]1[CH:29]=[CH:28][CH:27]=[CH:26][C:25]=1[C:30](O)=[O:31].CN(C(ON1N=NC2C=CC=NC1=2)=[N+](C)C)C.F[P-](F)(F)(F)(F)F.CCN(C(C)C)C(C)C, predict the reaction product. The product is: [CH3:22][N:8]1[C:7](=[O:23])[C:6]2[C:11](=[C:2]([NH:1][C:30](=[O:31])[C:25]3[CH:26]=[CH:27][CH:28]=[CH:29][N:24]=3)[CH:3]=[CH:4][CH:5]=2)[N:10]=[C:9]1[C:12]1[CH:17]=[CH:16][CH:15]=[C:14]([C:18]([F:21])([F:20])[F:19])[CH:13]=1.